Task: Predict the product of the given reaction.. Dataset: Forward reaction prediction with 1.9M reactions from USPTO patents (1976-2016) (1) Given the reactants [Cl:1][C:2]1[N:3]=[C:4](Cl)[C:5]2[CH2:11][O:10][CH2:9][CH:8]([C:12]3[CH:17]=[CH:16][CH:15]=[CH:14][CH:13]=3)[C:6]=2[N:7]=1.Cl.CN.[CH:22]([N:25](CC)C(C)C)(C)C, predict the reaction product. The product is: [Cl:1][C:2]1[N:3]=[C:4]([NH:25][CH3:22])[C:5]2[CH2:11][O:10][CH2:9][CH:8]([C:12]3[CH:17]=[CH:16][CH:15]=[CH:14][CH:13]=3)[C:6]=2[N:7]=1. (2) Given the reactants [CH3:1][O:2][C:3]1[CH:8]=[CH:7][C:6]([C:9]([NH:11][NH2:12])=[O:10])=[CH:5][C:4]=1[O:13][CH3:14].[N-:15]=[C:16]=[S:17].[Br:18][C:19]1[CH:24]=[CH:23][CH:22]=[CH:21][C:20]=1[Cl:25], predict the reaction product. The product is: [CH3:14][O:13][C:4]1[CH:5]=[C:6]([C:9]([NH:11][NH:12][C:16]([NH:15][C:22]2[CH:23]=[CH:24][C:19]([Br:18])=[C:20]([Cl:25])[CH:21]=2)=[S:17])=[O:10])[CH:7]=[CH:8][C:3]=1[O:2][CH3:1]. (3) Given the reactants [NH:1]1[C:11]2[C:12]3[C:3]([CH2:4][NH:5][C:6](=[O:13])[C:7]=3[CH:8]=[CH:9][CH:10]=2)=[CH:2]1.[Br-:14].[Br-].[Br-].[NH+]1C=CC=CC=1.[NH+]1C=CC=CC=1.[NH+]1C=CC=CC=1, predict the reaction product. The product is: [Br:14][C:2]1[NH:1][C:11]2[C:12]3[C:3]=1[CH2:4][NH:5][C:6](=[O:13])[C:7]=3[CH:8]=[CH:9][CH:10]=2. (4) Given the reactants [CH3:1][C:2]1[O:3][CH:4]=[CH:5][CH:6]=1.[Li]CCCC.[F:12][C:13]1[CH:14]=[C:15]([CH:18]=[C:19]([C:21]([F:24])([F:23])[F:22])[CH:20]=1)[C:16]#[N:17].C[Si](Cl)(C)C.[CH2:30]([Mg]Cl)[C:31]1[CH:36]=[CH:35][CH:34]=[CH:33][CH:32]=1, predict the reaction product. The product is: [F:12][C:13]1[CH:14]=[C:15]([C:16]([C:4]2[O:3][C:2]([CH3:1])=[CH:6][CH:5]=2)([NH2:17])[CH2:30][C:31]2[CH:36]=[CH:35][CH:34]=[CH:33][CH:32]=2)[CH:18]=[C:19]([C:21]([F:22])([F:23])[F:24])[CH:20]=1. (5) Given the reactants C([N:8]1[CH2:27][CH2:26][C:11]2[N:12]=[CH:13][N:14]=[C:15]([O:16][C@H:17]3[CH2:21][CH2:20][N:19]([C:22](=[O:25])[CH2:23][CH3:24])[CH2:18]3)[C:10]=2[CH2:9]1)C1C=CC=CC=1.C([O-])=O.[NH4+], predict the reaction product. The product is: [N:12]1[C:11]2[CH2:26][CH2:27][NH:8][CH2:9][C:10]=2[C:15]([O:16][C@H:17]2[CH2:21][CH2:20][N:19]([C:22](=[O:25])[CH2:23][CH3:24])[CH2:18]2)=[N:14][CH:13]=1. (6) Given the reactants C(O[CH2:4][CH2:5][CH2:6][CH2:7][O:8]C=C)=C.C#C.[C:13]1(=O)[NH:19][CH2:18][CH2:17]CC[CH2:14]1, predict the reaction product. The product is: [CH:18]([N:19]1[CH2:13][CH2:14][CH2:4][CH2:5][CH2:6][C:7]1=[O:8])=[CH2:17]. (7) The product is: [NH2:8][C:9]1[S:13][C:12]([C:48]2[C:47]([F:62])=[CH:46][N:45]=[CH:44][C:43]=2[F:42])=[N:11][C:10]=1[C:15]([NH:17][C:18]1[CH:19]=[N:20][N:21]([CH3:41])[C:22]=1[N:23]1[CH2:24][CH2:25][CH:26]([NH2:33])[CH2:27][C:28]([O:31][CH3:32])([CH3:30])[CH2:29]1)=[O:16]. Given the reactants C(OC([NH:8][C:9]1[S:13][C:12](Br)=[N:11][C:10]=1[C:15]([NH:17][C:18]1[CH:19]=[N:20][N:21]([CH3:41])[C:22]=1[N:23]1[CH2:29][C:28]([O:31][CH3:32])([CH3:30])[CH2:27][CH:26]([NH:33]C(=O)OC(C)(C)C)[CH2:25][CH2:24]1)=[O:16])=O)(C)(C)C.[F:42][C:43]1[CH:44]=[N:45][CH:46]=[C:47]([F:62])[C:48]=1[Sn](CCCC)(CCCC)CCCC, predict the reaction product. (8) Given the reactants [NH2:1][C:2]1[CH:15]=[CH:14][C:5]([CH2:6][N:7]2[C:11](=[O:12])[NH:10][C:9](=[O:13])[O:8]2)=[CH:4][CH:3]=1.C([O:19][CH2:20][CH2:21][O:22][C:23]1[CH:28]=[C:27]([CH3:29])[C:26]([C:30]2[CH:35]=[CH:34][CH:33]=[C:32]([CH:36]=O)[CH:31]=2)=[C:25]([CH3:38])[CH:24]=1)(=O)C.C(O)(=O)C.C(O[BH-](OC(=O)C)OC(=O)C)(=O)C.[Na+:56], predict the reaction product. The product is: [OH:19][CH2:20][CH2:21][O:22][C:23]1[CH:28]=[C:27]([CH3:29])[C:26]([C:30]2[CH:35]=[CH:34][CH:33]=[C:32]([CH2:36][NH:1][C:2]3[CH:15]=[CH:14][C:5]([CH2:6][N:7]4[C:11](=[O:12])[N-:10][C:9](=[O:13])[O:8]4)=[CH:4][CH:3]=3)[CH:31]=2)=[C:25]([CH3:38])[CH:24]=1.[Na+:56]. (9) The product is: [F:18][C:12]1[CH:13]=[C:14]([F:17])[CH:15]=[CH:16][C:11]=1[C:9]1[N:10]=[C:3]2[C:2]([CH3:19])=[N:7][CH:6]=[CH:5][N:4]2[CH:8]=1. Given the reactants Cl[C:2]1[C:3]2[N:4]([CH:8]=[C:9]([C:11]3[CH:16]=[CH:15][C:14]([F:17])=[CH:13][C:12]=3[F:18])[N:10]=2)[CH:5]=[CH:6][N:7]=1.[CH2:19]1COCC1.CN1C(=O)CCC1.C[Mg+].[Br-], predict the reaction product.